From a dataset of Full USPTO retrosynthesis dataset with 1.9M reactions from patents (1976-2016). Predict the reactants needed to synthesize the given product. Given the product [S:37]1[C:38]([C:2]2[C:10]3[C:6](=[N:7][N:8]([C:11]4[CH:16]=[CH:15][N:14]=[CH:13][CH:12]=4)[N:9]=3)[C:5]([C:22]3[S:18][C:19]([C:36]4[S:37][CH:38]=[CH:39][CH:40]=4)=[CH:20][CH:21]=3)=[CH:4][CH:3]=2)=[CH:39][CH:40]=[C:36]1[C:19]1[S:18][CH:22]=[CH:21][CH:20]=1, predict the reactants needed to synthesize it. The reactants are: Br[C:2]1[C:10]2[C:6](=[N:7][N:8]([C:11]3[CH:16]=[CH:15][N:14]=[CH:13][CH:12]=3)[N:9]=2)[C:5](Br)=[CH:4][CH:3]=1.[S:18]1[C:22]([Sn](CCCC)(CCCC)CCCC)=[CH:21][CH:20]=[C:19]1[C:36]1[S:37][CH:38]=[CH:39][CH:40]=1.